From a dataset of Peptide-MHC class I binding affinity with 185,985 pairs from IEDB/IMGT. Regression. Given a peptide amino acid sequence and an MHC pseudo amino acid sequence, predict their binding affinity value. This is MHC class I binding data. (1) The peptide sequence is SLYNTVATL. The MHC is Mamu-A2601 with pseudo-sequence Mamu-A2601. The binding affinity (normalized) is 0.212. (2) The peptide sequence is KLSMGLIAI. The MHC is HLA-A02:01 with pseudo-sequence HLA-A02:01. The binding affinity (normalized) is 0.731. (3) The peptide sequence is ILMDSIFVST. The MHC is HLA-B53:01 with pseudo-sequence HLA-B53:01. The binding affinity (normalized) is 0.0424. (4) The peptide sequence is GAVCISLTL. The MHC is H-2-Db with pseudo-sequence H-2-Db. The binding affinity (normalized) is 0.0439. (5) The MHC is Patr-B2401 with pseudo-sequence Patr-B2401. The binding affinity (normalized) is 0.829. The peptide sequence is SDYLTLDTI. (6) The binding affinity (normalized) is 0.229. The peptide sequence is FLILCSVLL. The MHC is HLA-A69:01 with pseudo-sequence HLA-A69:01.